Dataset: Experimentally validated miRNA-target interactions with 360,000+ pairs, plus equal number of negative samples. Task: Binary Classification. Given a miRNA mature sequence and a target amino acid sequence, predict their likelihood of interaction. (1) The miRNA is hsa-miR-1-3p with sequence UGGAAUGUAAAGAAGUAUGUAU. The protein sequence of the target gene is MAAVGRVGSFGSSPPGLSSTYTGGPLGNEIASGNGGAAAGDDEDGQNLWSCILSEVSTRSRSKLPAGKNVLLLGEDGAGKTSLIRKIQGIEEYKKGRGLEYLYLNVHDEDRDDQTRCNVWILDGDLYHKGLLKFSLDAVSLKDTLVMLVVDMSKPWTALDSLQKWASVVREHVDKLKIPPEEMKQMEQKLIRDFQEYVEPGEDFPASPQRRNTASQEDKDDSVVLPLGADTLTHNLGIPVLVVCTKCDAISVLEKEHDYRDEHFDFIQSHIRKFCLQYGAALIYTSVKENKNIDLVYKYI.... Result: 1 (interaction). (2) The miRNA is hsa-miR-136-5p with sequence ACUCCAUUUGUUUUGAUGAUGGA. The protein sequence of the target gene is MTTAILERLSTLSVSGQQLRRLPKILEDGLPKMPCTVPETDVPQLFREPYIRTGYRPTGHEWRYYFFSLFQKHNEVVNVWTHLLAALAVLLRFWAFAEAEALPWASTHSLPLLLFILSSITYLTCSLLAHLLQSKSELSHYTFYFVDYVGVSVYQYGSALAHFFYSSDQAWYDRFWLFFLPAAAFCGWLSCAGCCYAKYRYRRPYPVMRKICQVVPAGLAFILDISPVAHRVALCHLAGCQEQAAWYHTLQILFFLVSAYFFSCPVPEKYFPGSCDIVGHGHQIFHAFLSICTLSQLEAI.... Result: 1 (interaction).